Dataset: Forward reaction prediction with 1.9M reactions from USPTO patents (1976-2016). Task: Predict the product of the given reaction. (1) Given the reactants [F:1][CH:2]([F:10])[O:3][C:4]1[CH:5]=[CH:6][CH:7]=[CH:8][CH:9]=1.C([O:14][B:15](OC(C)C)[O:16]C(C)C)(C)C.C([Li])CCC.Cl, predict the reaction product. The product is: [F:1][CH:2]([F:10])[O:3][C:4]1[CH:9]=[C:8]([B:15]([OH:16])[OH:14])[CH:7]=[CH:6][CH:5]=1. (2) Given the reactants [Cl:1][C:2]1[C:6]([Cl:7])=[C:5]([CH3:8])[NH:4][C:3]=1[C:9]([NH:11][CH:12]1[CH2:17][CH2:16][N:15]([C:18]2[CH:23]=[CH:22][N:21]=[C:20]([C:24](O)=[O:25])[CH:19]=2)[CH2:14][CH2:13]1)=[O:10].Cl.[O:28]([NH2:30])[CH3:29], predict the reaction product. The product is: [Cl:1][C:2]1[C:6]([Cl:7])=[C:5]([CH3:8])[NH:4][C:3]=1[C:9]([NH:11][CH:12]1[CH2:17][CH2:16][N:15]([C:18]2[CH:23]=[CH:22][N:21]=[C:20]([C:24]([NH:30][O:28][CH3:29])=[O:25])[CH:19]=2)[CH2:14][CH2:13]1)=[O:10]. (3) Given the reactants C(OC([N:8]1[CH2:13][CH2:12][CH:11]([C:14]2[CH:19]=[CH:18][C:17]([NH:20][C:21]3[N:36]=[C:24]4[C:25]([C:29]5[CH:34]=[CH:33][C:32]([F:35])=[CH:31][CH:30]=5)=[CH:26][CH:27]=[CH:28][N:23]4[N:22]=3)=[CH:16][CH:15]=2)[CH2:10][CH2:9]1)=O)(C)(C)C.FC(F)(F)C(O)=O, predict the reaction product. The product is: [F:35][C:32]1[CH:33]=[CH:34][C:29]([C:25]2[C:24]3[N:23]([N:22]=[C:21]([NH:20][C:17]4[CH:18]=[CH:19][C:14]([CH:11]5[CH2:12][CH2:13][NH:8][CH2:9][CH2:10]5)=[CH:15][CH:16]=4)[N:36]=3)[CH:28]=[CH:27][CH:26]=2)=[CH:30][CH:31]=1. (4) Given the reactants [Cl:1][C:2]1[CH:7]=[CH:6][C:5]([CH:8]([C:30]2[CH:35]=[CH:34][CH:33]=[C:32]([C:36]#[N:37])[CH:31]=2)[N:9]2[CH2:12][CH:11]([CH:13]([C:18]3[CH:19]=[C:20]([CH:26]=[C:27]([F:29])[CH:28]=3)[C:21](OCC)=[O:22])[C:14]([F:17])([CH3:16])[CH3:15])[CH2:10]2)=[CH:4][CH:3]=1.[Li+].[BH4-].C(Cl)Cl.O, predict the reaction product. The product is: [Cl:1][C:2]1[CH:3]=[CH:4][C:5]([CH:8]([N:9]2[CH2:10][CH:11]([CH:13]([C:18]3[CH:19]=[C:20]([CH2:21][OH:22])[CH:26]=[C:27]([F:29])[CH:28]=3)[C:14]([F:17])([CH3:16])[CH3:15])[CH2:12]2)[C:30]2[CH:31]=[C:32]([CH:33]=[CH:34][CH:35]=2)[C:36]#[N:37])=[CH:6][CH:7]=1. (5) Given the reactants [OH:1][C:2]1[CH:10]=[CH:9][C:5]2[O:6][CH2:7][O:8][C:4]=2[CH:3]=1.C(=O)([O-])[O-].[K+].[K+].Br[CH2:18][C:19]#[C:20][CH3:21], predict the reaction product. The product is: [CH2:18]([O:1][C:2]1[CH:10]=[CH:9][C:5]2[O:6][CH2:7][O:8][C:4]=2[CH:3]=1)[C:19]#[C:20][CH3:21]. (6) Given the reactants N[C:2]1[C:3]([C:12]2[N:13]=[C:14]([CH2:26][CH3:27])[C:15]([NH:20][CH:21]([CH2:24][CH3:25])[CH2:22][CH3:23])=[N:16][C:17]=2[CH2:18][CH3:19])=[CH:4][C:5]2[CH2:6][CH2:7][CH2:8][CH2:9][C:10]=2[CH:11]=1.[ClH:28].N([O-])=O.[Na+], predict the reaction product. The product is: [Cl:28][C:2]1[C:3]([C:12]2[N:13]=[C:14]([CH2:26][CH3:27])[C:15]([NH:20][CH:21]([CH2:24][CH3:25])[CH2:22][CH3:23])=[N:16][C:17]=2[CH2:18][CH3:19])=[CH:4][C:5]2[CH2:6][CH2:7][CH2:8][CH2:9][C:10]=2[CH:11]=1. (7) Given the reactants [NH2:1][CH2:2][C:3]1[CH:8]=[CH:7][CH:6]=[CH:5][C:4]=1[NH2:9].C(N(CC)CC)C.[C:17](Cl)(Cl)=[S:18].[OH-].[K+], predict the reaction product. The product is: [NH:9]1[C:4]2[C:3](=[CH:8][CH:7]=[CH:6][CH:5]=2)[CH2:2][NH:1][C:17]1=[S:18]. (8) Given the reactants [F:1][C:2]([F:35])([F:34])[C:3]1[CH:4]=[C:5]([C:13]([CH3:33])([CH3:32])[C:14]([N:16]([C:18]2[CH:19]=[N:20][C:21](I)=[CH:22][C:23]=2[C:24]2[CH:29]=[CH:28][CH:27]=[CH:26][C:25]=2[CH3:30])[CH3:17])=[O:15])[CH:6]=[C:7]([C:9]([F:12])([F:11])[F:10])[CH:8]=1.C(N(CC)CC)C.C1(P(C2C=CC=CC=2)C2C=CC=CC=2)C=CC=CC=1.[CH3:62][OH:63].[C]=O.CN(C)[CH:68]=[O:69], predict the reaction product. The product is: [CH3:62][O:63][C:68]([C:21]1[CH:22]=[C:23]([C:24]2[CH:29]=[CH:28][CH:27]=[CH:26][C:25]=2[CH3:30])[C:18]([N:16]([C:14](=[O:15])[C:13]([C:5]2[CH:4]=[C:3]([C:2]([F:35])([F:34])[F:1])[CH:8]=[C:7]([C:9]([F:12])([F:11])[F:10])[CH:6]=2)([CH3:33])[CH3:32])[CH3:17])=[CH:19][N:20]=1)=[O:69].